Dataset: NCI-60 drug combinations with 297,098 pairs across 59 cell lines. Task: Regression. Given two drug SMILES strings and cell line genomic features, predict the synergy score measuring deviation from expected non-interaction effect. Drug 1: CNC(=O)C1=CC=CC=C1SC2=CC3=C(C=C2)C(=NN3)C=CC4=CC=CC=N4. Drug 2: CS(=O)(=O)OCCCCOS(=O)(=O)C. Cell line: M14. Synergy scores: CSS=-11.3, Synergy_ZIP=4.73, Synergy_Bliss=-0.480, Synergy_Loewe=-3.53, Synergy_HSA=-6.79.